This data is from Forward reaction prediction with 1.9M reactions from USPTO patents (1976-2016). The task is: Predict the product of the given reaction. (1) Given the reactants [C:1]([C:3]1[CH:4]=[C:5]([CH:43]=[C:44]([C:46]([F:49])([F:48])[F:47])[CH:45]=1)[CH2:6][N:7]([CH2:21][C:22]1[CH:27]=[C:26]([O:28][CH3:29])[C:25]([O:30][CH3:31])=[CH:24][C:23]=1[C:32]1[C:37]([O:38][CH3:39])=[CH:36][CH:35]=[C:34]([C:40]([CH3:42])=[CH2:41])[N:33]=1)[C:8]1[N:13]=[CH:12][C:11]([O:14][CH2:15][CH2:16][CH2:17][C:18]([OH:20])=[O:19])=[CH:10][N:9]=1)#[N:2], predict the reaction product. The product is: [C:1]([C:3]1[CH:4]=[C:5]([CH:43]=[C:44]([C:46]([F:47])([F:49])[F:48])[CH:45]=1)[CH2:6][N:7]([CH2:21][C:22]1[CH:27]=[C:26]([O:28][CH3:29])[C:25]([O:30][CH3:31])=[CH:24][C:23]=1[C:32]1[C:37]([O:38][CH3:39])=[CH:36][CH:35]=[C:34]([CH:40]([CH3:42])[CH3:41])[N:33]=1)[C:8]1[N:9]=[CH:10][C:11]([O:14][CH2:15][CH2:16][CH2:17][C:18]([OH:20])=[O:19])=[CH:12][N:13]=1)#[N:2]. (2) Given the reactants [ClH:1].[I:2][C:3]1[CH:4]=[C:5]2[C:10](=[CH:11][CH:12]=1)[N:9]=[CH:8][C:7]([C:13]([NH2:15])=[O:14])=[C:6]2[NH:16][C:17]1[CH:22]=[CH:21][CH:20]=[C:19]([O:23][CH3:24])[CH:18]=1, predict the reaction product. The product is: [ClH:1].[Cl:1][C:12]1[CH:11]=[C:10]2[C:5]([C:6]([NH:16][C:17]3[CH:22]=[CH:21][CH:20]=[C:19]([O:23][CH3:24])[CH:18]=3)=[C:7]([C:13]([NH2:15])=[O:14])[CH:8]=[N:9]2)=[CH:4][C:3]=1[I:2]. (3) Given the reactants Cl[C:2]1[N:7]=[C:6]([Cl:8])[N:5]=[C:4]([CH2:9][CH2:10][CH3:11])[N:3]=1.Cl.Cl.[CH3:14][N:15]([CH3:23])[C:16]1[CH:21]=[CH:20][CH:19]=[C:18]([NH2:22])[CH:17]=1.CCN(C(C)C)C(C)C, predict the reaction product. The product is: [Cl:8][C:6]1[N:5]=[C:4]([CH2:9][CH2:10][CH3:11])[N:3]=[C:2]([NH:22][C:18]2[CH:19]=[CH:20][CH:21]=[C:16]([N:15]([CH3:23])[CH3:14])[CH:17]=2)[N:7]=1. (4) Given the reactants [CH3:1][C:2]1[CH:7]=[CH:6][CH:5]=[C:4]([CH3:8])[C:3]=1[C:9]1[C:10]2[CH:17]=[C:16]([O:18][CH2:19][C:20]3[CH:25]=[CH:24][C:23]([C@@H:26]([C:33]#[C:34][CH3:35])[CH2:27][C:28]([O:30]CC)=[O:29])=[CH:22][CH:21]=3)[CH:15]=[CH:14][C:11]=2[S:12][CH:13]=1.[Li+].[OH-].Cl, predict the reaction product. The product is: [CH3:8][C:4]1[CH:5]=[CH:6][CH:7]=[C:2]([CH3:1])[C:3]=1[C:9]1[C:10]2[CH:17]=[C:16]([O:18][CH2:19][C:20]3[CH:21]=[CH:22][C:23]([C@@H:26]([C:33]#[C:34][CH3:35])[CH2:27][C:28]([OH:30])=[O:29])=[CH:24][CH:25]=3)[CH:15]=[CH:14][C:11]=2[S:12][CH:13]=1. (5) The product is: [C:15]([C:4]1[CH:3]=[C:2]([NH2:1])[N:6]([C:7]2[CH:8]=[CH:9][C:10]([Cl:14])=[C:11]([O:13][Si:19]([C:22]([CH3:25])([CH3:24])[CH3:23])([CH3:21])[CH3:20])[CH:12]=2)[N:5]=1)([CH3:18])([CH3:17])[CH3:16]. Given the reactants [NH2:1][C:2]1[N:6]([C:7]2[CH:8]=[CH:9][C:10]([Cl:14])=[C:11]([OH:13])[CH:12]=2)[N:5]=[C:4]([C:15]([CH3:18])([CH3:17])[CH3:16])[CH:3]=1.[Si:19](Cl)([C:22]([CH3:25])([CH3:24])[CH3:23])([CH3:21])[CH3:20].N1C=CN=C1.C(=O)(O)[O-].[Na+], predict the reaction product.